This data is from Forward reaction prediction with 1.9M reactions from USPTO patents (1976-2016). The task is: Predict the product of the given reaction. Given the reactants [F:1][C:2]([F:14])([F:13])[C:3]1[CH:12]=[CH:11][C:6]2[N:7]=[C:8]([NH2:10])[S:9][C:5]=2[CH:4]=1.[F:15][C:16]1[CH:17]=[C:18]([CH:22]=[C:23]([F:25])[CH:24]=1)[C:19](Cl)=[O:20].Br[CH:27]([CH2:32][CH3:33])[C:28]([O:30]C)=[O:29].COC1C=CC2N=C(N)SC=2C=1.ClC1C=C(C=CC=1)C(Cl)=O.BrCC(OCC)=O, predict the reaction product. The product is: [F:15][C:16]1[CH:17]=[C:18]([CH:22]=[C:23]([F:25])[CH:24]=1)[C:19]([N:10]=[C:8]1[N:7]([CH:27]([CH2:32][CH3:33])[C:28]([OH:30])=[O:29])[C:6]2[CH:11]=[CH:12][C:3]([C:2]([F:1])([F:13])[F:14])=[CH:4][C:5]=2[S:9]1)=[O:20].